Dataset: Catalyst prediction with 721,799 reactions and 888 catalyst types from USPTO. Task: Predict which catalyst facilitates the given reaction. (1) Reactant: C([N:8]1[C:12]2[CH:13]=[CH:14][C:15]([CH2:17][C:18]([O:20][C:21]([CH3:24])([CH3:23])[CH3:22])=[O:19])=[CH:16][C:11]=2[CH2:10][S:9]1(=[O:26])=[O:25])C1C=CC=CC=1. Product: [O:25]=[S:9]1(=[O:26])[CH2:10][C:11]2[CH:16]=[C:15]([CH2:17][C:18]([O:20][C:21]([CH3:23])([CH3:22])[CH3:24])=[O:19])[CH:14]=[CH:13][C:12]=2[NH:8]1. The catalyst class is: 129. (2) Reactant: N[C:2]1[N:7]=[C:6]([C:8]2[N:9]=[C:10]([C:21]([CH3:27])([CH3:26])[C:22]([O:24][CH3:25])=[O:23])[NH:11][C:12]=2[C:13]2[CH:18]=[CH:17][C:16]([F:19])=[CH:15][C:14]=2[F:20])[CH:5]=[CH:4][C:3]=1[N+:28]([O-:30])=[O:29].S(=O)(=O)(O)[OH:32].N([O-])=O.[Na+]. Product: [F:20][C:14]1[CH:15]=[C:16]([F:19])[CH:17]=[CH:18][C:13]=1[C:12]1[NH:11][C:10]([C:21]([CH3:26])([CH3:27])[C:22]([O:24][CH3:25])=[O:23])=[N:9][C:8]=1[C:6]1[CH:5]=[CH:4][C:3]([N+:28]([O-:30])=[O:29])=[C:2]([OH:32])[N:7]=1. The catalyst class is: 58. (3) Reactant: [Cl:1][C:2]1[N:7]=[C:6]([CH2:8]O)[CH:5]=[N:4][C:3]=1[C:10]1[CH:15]=[C:14]([O:16][CH3:17])[CH:13]=[CH:12][C:11]=1[F:18].S(Cl)([Cl:21])=O. Product: [Cl:1][C:2]1[C:3]([C:10]2[CH:15]=[C:14]([O:16][CH3:17])[CH:13]=[CH:12][C:11]=2[F:18])=[N:4][CH:5]=[C:6]([CH2:8][Cl:21])[N:7]=1. The catalyst class is: 139. (4) Reactant: [C:1]12([CH2:11][C:12]([OH:14])=O)[CH2:10][CH:5]3[CH2:6][CH:7]([CH2:9][CH:3]([CH2:4]3)[CH2:2]1)[CH2:8]2.C(Cl)(=O)C(Cl)=O.[NH2:21][C:22]1[CH:31]=[CH:30][CH:29]=[C:28]2[C:23]=1[CH:24]=[CH:25][CH:26]=[N:27]2.C(N(CC)CC)C. Product: [C:1]12([CH2:11][C:12]([NH:21][C:22]3[CH:31]=[CH:30][CH:29]=[C:28]4[C:23]=3[CH:24]=[CH:25][CH:26]=[N:27]4)=[O:14])[CH2:10][CH:5]3[CH2:4][CH:3]([CH2:9][CH:7]([CH2:6]3)[CH2:8]1)[CH2:2]2. The catalyst class is: 120. (5) Reactant: [CH3:1][N:2]1[C:6]2=[N:7][CH:8]=[C:9]([N+:15]([O-:17])=[O:16])[C:10]([C:11]([F:14])([F:13])[F:12])=[C:5]2[C:4](B2OC(C)(C)C(C)(C)O2)=[CH:3]1.[CH3:27][C:28]1([CH3:49])[N:33]([C:34]([O:36][C:37]([CH3:40])([CH3:39])[CH3:38])=[O:35])[CH2:32][CH:31]=[C:30](OS(C(F)(F)F)(=O)=O)[CH2:29]1.C([O-])([O-])=O.[K+].[K+]. Product: [CH3:27][C:28]1([CH3:49])[N:33]([C:34]([O:36][C:37]([CH3:40])([CH3:39])[CH3:38])=[O:35])[CH2:32][CH:31]=[C:30]([C:4]2[C:5]3[C:6](=[N:7][CH:8]=[C:9]([N+:15]([O-:17])=[O:16])[C:10]=3[C:11]([F:13])([F:12])[F:14])[N:2]([CH3:1])[CH:3]=2)[CH2:29]1. The catalyst class is: 70. (6) Reactant: O[C:2]1[CH:7]=[CH:6][CH:5]=[C:4]([N+:8]([O-:10])=[O:9])[C:3]=1[NH:11][C:12](=[O:25])[CH2:13][C:14]1[CH:19]=[CH:18][CH:17]=[CH:16][C:15]=1[N:20]1[CH:24]=[N:23][N:22]=[N:21]1. Product: [N+:8]([C:4]1[C:3]2[N:11]=[C:12]([CH2:13][C:14]3[CH:19]=[CH:18][CH:17]=[CH:16][C:15]=3[N:20]3[CH:24]=[N:23][N:22]=[N:21]3)[O:25][C:2]=2[CH:7]=[CH:6][CH:5]=1)([O-:10])=[O:9]. The catalyst class is: 52. (7) Reactant: COC1C=CC(C[NH:8][C:9]2[S:17][C:16]3[C:11](=[N:12][CH:13]=[C:14]([N:18]4[CH2:23][CH2:22][O:21][CH2:20][CH2:19]4)[CH:15]=3)[C:10]=2[C:24]([NH:26][C:27]2[CH:28]=[N:29][CH:30]=[CH:31][C:32]=2[N:33]2[CH2:38][C@H:37]([C:39]([F:42])([F:41])[F:40])[CH2:36][C@H:35]([NH:43]C(=O)OC(C)(C)C)[CH2:34]2)=[O:25])=CC=1.C(O)(C(F)(F)F)=O. Product: [NH2:8][C:9]1[S:17][C:16]2[C:11](=[N:12][CH:13]=[C:14]([N:18]3[CH2:23][CH2:22][O:21][CH2:20][CH2:19]3)[CH:15]=2)[C:10]=1[C:24]([NH:26][C:27]1[CH:28]=[N:29][CH:30]=[CH:31][C:32]=1[N:33]1[CH2:38][C@H:37]([C:39]([F:40])([F:42])[F:41])[CH2:36][C@H:35]([NH2:43])[CH2:34]1)=[O:25]. The catalyst class is: 759. (8) Reactant: [CH3:1][C:2]([C:12]1[CH:17]=[CH:16][CH:15]=[CH:14][N:13]=1)([CH3:11])[CH:3]([C:5]1[CH:10]=[CH:9][CH:8]=[CH:7][CH:6]=1)[NH2:4].Cl.C(OC(C)C)(=[O:21])C. Product: [CH3:11][C:2]([C:12]1[CH:17]=[CH:16][CH:15]=[CH:14][N:13]=1)([CH3:1])[C@H:3]([C:5]1[CH:10]=[CH:9][CH:8]=[CH:7][CH:6]=1)[NH2:4].[CH3:1][C:2]([C:12]1[CH:17]=[CH:16][CH:15]=[CH:14][N:13]=1)([CH3:11])[C:3]([C:5]1[CH:10]=[CH:9][CH:8]=[CH:7][CH:6]=1)=[O:21]. The catalyst class is: 32.